This data is from Forward reaction prediction with 1.9M reactions from USPTO patents (1976-2016). The task is: Predict the product of the given reaction. (1) Given the reactants C[N:2](C)/[CH:3]=[CH:4]/[C:5]([C:7]1[C:12](=[O:13])[CH:11]=[CH:10][N:9]([C:14]2[CH:19]=[CH:18][CH:17]=[C:16]([S:20]([N:23]3[CH2:27][CH2:26][CH2:25][CH2:24]3)(=[O:22])=[O:21])[CH:15]=2)[N:8]=1)=O.[F:29][C:30]1[CH:35]=[CH:34][C:33]([F:36])=[CH:32][C:31]=1[NH:37]N, predict the reaction product. The product is: [F:29][C:30]1[CH:35]=[CH:34][C:33]([F:36])=[CH:32][C:31]=1[N:37]1[C:5]([C:7]2[C:12](=[O:13])[CH:11]=[CH:10][N:9]([C:14]3[CH:19]=[CH:18][CH:17]=[C:16]([S:20]([N:23]4[CH2:24][CH2:25][CH2:26][CH2:27]4)(=[O:22])=[O:21])[CH:15]=3)[N:8]=2)=[CH:4][CH:3]=[N:2]1. (2) Given the reactants C([N:8]1[CH2:17][CH2:16][C:15]2[N:14]=[C:13]([Cl:18])[CH:12]=[CH:11][C:10]=2[CH2:9]1)C1C=CC=CC=1.[CH:19]1([Mg]Br)[CH2:22][CH2:21][CH2:20]1, predict the reaction product. The product is: [ClH:18].[CH:19]1([C:13]2[CH:12]=[CH:11][C:10]3[CH2:9][NH:8][CH2:17][CH2:16][C:15]=3[N:14]=2)[CH2:22][CH2:21][CH2:20]1. (3) Given the reactants Cl[C:2]1[C:7]([C:8]#[N:9])=[CH:6][N:5]=[C:4]2[C:10]3[CH:16]=[CH:15][CH:14]=[CH:13][C:11]=3[O:12][C:3]=12.[Br:17][C:18]1[CH:19]=[C:20]([CH:22]=[CH:23][CH:24]=1)[NH2:21], predict the reaction product. The product is: [Br:17][C:18]1[CH:19]=[C:20]([NH:21][C:2]2[C:7]([C:8]#[N:9])=[CH:6][N:5]=[C:4]3[C:10]4[CH:16]=[CH:15][CH:14]=[CH:13][C:11]=4[O:12][C:3]=23)[CH:22]=[CH:23][CH:24]=1. (4) Given the reactants [CH3:1][C:2]1[CH:18]=[CH:17][C:5]([CH2:6][O:7][CH2:8][C:9]2[O:13][N:12]=[C:11]([C:14]([OH:16])=O)[CH:10]=2)=[CH:4][CH:3]=1.C(N(CC)CC)C.Cl.C(N=C=NCCCN(C)C)C.ON1C2C=CC=CC=2N=N1.[O:48]1[CH2:53][CH2:52][CH:51]([CH2:54][NH2:55])[CH2:50][CH2:49]1, predict the reaction product. The product is: [O:48]1[CH2:53][CH2:52][CH:51]([CH2:54][NH:55][C:14]([C:11]2[CH:10]=[C:9]([CH2:8][O:7][CH2:6][C:5]3[CH:4]=[CH:3][C:2]([CH3:1])=[CH:18][CH:17]=3)[O:13][N:12]=2)=[O:16])[CH2:50][CH2:49]1.